From a dataset of Forward reaction prediction with 1.9M reactions from USPTO patents (1976-2016). Predict the product of the given reaction. (1) Given the reactants [F:1][C:2]1[CH:7]=[CH:6][C:5]([C:8]2[C:9]([CH3:15])([CH3:14])[C:10](=[O:13])[NH:11][N:12]=2)=[CH:4][C:3]=1[O:16]C.B(Br)(Br)Br.O, predict the reaction product. The product is: [F:1][C:2]1[CH:7]=[CH:6][C:5]([C:8]2[C:9]([CH3:14])([CH3:15])[C:10](=[O:13])[NH:11][N:12]=2)=[CH:4][C:3]=1[OH:16]. (2) Given the reactants [H-].[Na+].[CH2:3]([O:10][CH2:11][N:12]1[C:17](=[O:18])[C:16]([Br:19])=[N:15][NH:14][C:13]1=[O:20])[C:4]1[CH:9]=[CH:8][CH:7]=[CH:6][CH:5]=1.Br[CH2:22][C:23]([C:25]1[CH:30]=[CH:29][CH:28]=[CH:27][CH:26]=1)=[O:24].O, predict the reaction product. The product is: [CH2:3]([O:10][CH2:11][N:12]1[C:17](=[O:18])[C:16]([Br:19])=[N:15][N:14]([CH2:22][C:23](=[O:24])[C:25]2[CH:30]=[CH:29][CH:28]=[CH:27][CH:26]=2)[C:13]1=[O:20])[C:4]1[CH:9]=[CH:8][CH:7]=[CH:6][CH:5]=1.